Dataset: Reaction yield outcomes from USPTO patents with 853,638 reactions. Task: Predict the reaction yield, written as a fraction of the theoretical maximum amount of product (1.0 means a 100% yield; for example, 0.34 means a 34% yield). (1) The yield is 0.216. No catalyst specified. The reactants are [NH:1](C(OC(C)(C)C)=O)[C@H:2]([C:13]([OH:15])=[O:14])[CH2:3][C:4]1[C:12]2[C:7](=[CH:8][CH:9]=[CH:10][CH:11]=2)[NH:6][CH:5]=1.IC1C=CC(CN)=CC=1.CCN(C(C)C)C(C)C.CN(C(ON1N=NC2C=CC=CC1=2)=[N+](C)C)C.F[P-](F)(F)(F)(F)F. The product is [NH2:1][C@H:2]([C:13]([OH:15])=[O:14])[CH2:3][C:4]1[C:12]2[C:7](=[CH:8][CH:9]=[CH:10][CH:11]=2)[NH:6][CH:5]=1. (2) The reactants are [CH2:1]([N:5]1[C:14](=[O:15])[C:13]([C:16]([OH:18])=O)=[C:12]2[C:7]([CH2:8][CH2:9][CH2:10][CH2:11]2)=[CH:6]1)[CH2:2][CH2:3][CH3:4].S(Cl)(Cl)=O.[CH2:23]([NH2:30])[C:24]1[CH:29]=[CH:28][CH:27]=[CH:26][CH:25]=1.Cl. The catalyst is C1(C)C=CC=CC=1.C(Cl)Cl.CN(C=O)C. The product is [CH2:23]([NH:30][C:16]([C:13]1[C:14](=[O:15])[N:5]([CH2:1][CH2:2][CH2:3][CH3:4])[CH:6]=[C:7]2[C:12]=1[CH2:11][CH2:10][CH2:9][CH2:8]2)=[O:18])[C:24]1[CH:29]=[CH:28][CH:27]=[CH:26][CH:25]=1. The yield is 0.740.